From a dataset of Forward reaction prediction with 1.9M reactions from USPTO patents (1976-2016). Predict the product of the given reaction. Given the reactants [C:1]([N:8]1[CH2:15][CH2:14][CH2:13][C@H:9]1[C:10]([OH:12])=O)([O:3][C:4]([CH3:7])([CH3:6])[CH3:5])=[O:2].F[P-](F)(F)(F)(F)F.[N:23]1(O[P+](N(C)C)(N(C)C)N(C)C)[C:27]2[CH:28]=[CH:29][CH:30]=[CH:31][C:26]=2[N:25]=N1.C(N(CC)CC)C.O.C(Cl)[Cl:52], predict the reaction product. The product is: [C:4]([O:3][C:1]([N:8]1[CH2:15][CH2:14][CH2:13][CH:9]1[C:10](=[O:12])[NH:25][CH2:26][C:31]1[CH:30]=[C:29]([Cl:52])[CH:28]=[CH:27][N:23]=1)=[O:2])([CH3:5])([CH3:6])[CH3:7].